Dataset: Catalyst prediction with 721,799 reactions and 888 catalyst types from USPTO. Task: Predict which catalyst facilitates the given reaction. (1) Reactant: C(OC([N:8]1[CH2:13][CH2:12][N:11]([C:14]2[CH:15]=[N:16][C:17]([NH:20][C:21]3[C:22](=[O:29])[N:23]([CH3:28])[CH:24]=[C:25]([Br:27])[CH:26]=3)=[CH:18][CH:19]=2)[C@H:10]([CH3:30])[CH2:9]1)=O)(C)(C)C.Cl.O1CCOCC1. Product: [Br:27][C:25]1[CH:26]=[C:21]([NH:20][C:17]2[CH:18]=[CH:19][C:14]([N:11]3[CH2:12][CH2:13][NH:8][CH2:9][C@H:10]3[CH3:30])=[CH:15][N:16]=2)[C:22](=[O:29])[N:23]([CH3:28])[CH:24]=1. The catalyst class is: 5. (2) Reactant: Cl[CH:2]([C:4]1[C:5]([CH:20]2[CH2:22][CH2:21]2)=[N:6][C:7]([C:10]2[CH:15]=[CH:14][C:13]([C:16]([F:19])([F:18])[F:17])=[CH:12][CH:11]=2)=[N:8][CH:9]=1)[CH3:3].[C:23]([O:27][C:28](=[O:39])[CH2:29][O:30][C:31]1[CH:36]=[CH:35][C:34]([SH:37])=[CH:33][C:32]=1[CH3:38])([CH3:26])([CH3:25])[CH3:24].C(=O)([O-])[O-].[Cs+].[Cs+]. Product: [C:23]([O:27][C:28](=[O:39])[CH2:29][O:30][C:31]1[CH:36]=[CH:35][C:34]([S:37][CH:2]([C:4]2[C:5]([CH:20]3[CH2:22][CH2:21]3)=[N:6][C:7]([C:10]3[CH:15]=[CH:14][C:13]([C:16]([F:19])([F:18])[F:17])=[CH:12][CH:11]=3)=[N:8][CH:9]=2)[CH3:3])=[CH:33][C:32]=1[CH3:38])([CH3:26])([CH3:25])[CH3:24]. The catalyst class is: 3. (3) Reactant: [CH3:1][N:2]1[C:10]2[C:5](=[N:6][C:7]([NH2:11])=[CH:8][CH:9]=2)[CH:4]=[CH:3]1.Br[CH2:13][C:14]1[CH:24]=[CH:23][C:22]([O:25][CH3:26])=[CH:21][C:15]=1[C:16](OCC)=[O:17].C(N(CC)C(C)C)(C)C.O[Li].O. Product: [CH3:26][O:25][C:22]1[CH:21]=[C:15]2[C:14]([CH2:13][N:11]([C:7]3[N:6]=[C:5]4[CH:4]=[CH:3][N:2]([CH3:1])[C:10]4=[CH:9][CH:8]=3)[C:16]2=[O:17])=[CH:24][CH:23]=1. The catalyst class is: 40. (4) Reactant: Cl[C:2]1[C:3]2[C:4](=[CH:14][N:15](CC3C=CC(OC)=CC=3)[N:16]=2)[N:5]=[C:6]([C:8]2[CH:13]=[CH:12][CH:11]=[CH:10][CH:9]=2)[N:7]=1.[CH3:26][O:27][C:28]1[CH:29]=[C:30]([CH:32]=[CH:33][C:34]=1[O:35][CH3:36])[NH2:31].Cl. Product: [CH3:26][O:27][C:28]1[CH:29]=[C:30]([NH:31][C:2]2[C:3]3[NH:16][N:15]=[CH:14][C:4]=3[N:5]=[C:6]([C:8]3[CH:9]=[CH:10][CH:11]=[CH:12][CH:13]=3)[N:7]=2)[CH:32]=[CH:33][C:34]=1[O:35][CH3:36]. The catalyst class is: 71. (5) Reactant: [F:1][C:2]1[CH:7]=[CH:6][CH:5]=[C:4]([F:8])[C:3]=1[C:9]1[CH:10]=[C:11]2[C:15](=[CH:16][CH:17]=1)[N:14](S(C1C=CC(C)=CC=1)(=O)=O)[CH:13]=[C:12]2[C:28]1[N:33]=[C:32]([NH:34][C@@H:35]2[CH2:40][CH2:39][CH2:38][N:37]([C:41]([O:43][C:44]([CH3:47])([CH3:46])[CH3:45])=[O:42])[CH2:36]2)[CH:31]=[CH:30][N:29]=1.[OH-].[Na+]. Product: [F:8][C:4]1[CH:5]=[CH:6][CH:7]=[C:2]([F:1])[C:3]=1[C:9]1[CH:10]=[C:11]2[C:15](=[CH:16][CH:17]=1)[NH:14][CH:13]=[C:12]2[C:28]1[N:33]=[C:32]([NH:34][C@@H:35]2[CH2:40][CH2:39][CH2:38][N:37]([C:41]([O:43][C:44]([CH3:47])([CH3:46])[CH3:45])=[O:42])[CH2:36]2)[CH:31]=[CH:30][N:29]=1. The catalyst class is: 12.